Dataset: TCR-epitope binding with 47,182 pairs between 192 epitopes and 23,139 TCRs. Task: Binary Classification. Given a T-cell receptor sequence (or CDR3 region) and an epitope sequence, predict whether binding occurs between them. (1) The epitope is VLWAHGFEL. The TCR CDR3 sequence is CAGRQDTETQYF. Result: 1 (the TCR binds to the epitope). (2) The epitope is EIYKRWII. The TCR CDR3 sequence is CASSLGDSGLSYEQYF. Result: 0 (the TCR does not bind to the epitope). (3) The epitope is LEPLVDLPI. The TCR CDR3 sequence is CASSLSEGPSSYEQYF. Result: 1 (the TCR binds to the epitope). (4) The epitope is SEPVLKGVKL. The TCR CDR3 sequence is CSVGWDYTEAFF. Result: 1 (the TCR binds to the epitope). (5) The epitope is KRWIILGLNK. The TCR CDR3 sequence is CASSPGLATDNEQFF. Result: 1 (the TCR binds to the epitope). (6) The epitope is FTYASALWEI. The TCR CDR3 sequence is CASSLGVGLPGELFF. Result: 1 (the TCR binds to the epitope). (7) The epitope is RLYYDSMSY. The TCR CDR3 sequence is CASGNWPGQAYEQYF. Result: 0 (the TCR does not bind to the epitope).